Dataset: Reaction yield outcomes from USPTO patents with 853,638 reactions. Task: Predict the reaction yield, written as a fraction of the theoretical maximum amount of product (1.0 means a 100% yield; for example, 0.34 means a 34% yield). (1) The catalyst is C1C=CC(P(C2C=CC=CC=2)[C-]2C=CC=C2)=CC=1.C1C=CC(P(C2C=CC=CC=2)[C-]2C=CC=C2)=CC=1.Cl[Pd]Cl.[Fe+2]. The reactants are Br[C:2]1[CH:3]=[C:4]2[C:8](=[CH:9][C:10]=1[Cl:11])[NH:7][CH:6]=[C:5]2[C:12]([O:14][CH3:15])=[O:13].[CH3:16][C:17]1([CH3:31])[CH2:22][O:21][B:20]([B:20]2[O:21][CH2:22][C:17]([CH3:31])([CH3:16])[CH2:18][O:19]2)[O:19][CH2:18]1.C([O-])(=O)C.[K+]. The product is [Cl:11][C:10]1[CH:9]=[C:8]2[C:4]([C:5]([C:12]([O:14][CH3:15])=[O:13])=[CH:6][NH:7]2)=[CH:3][C:2]=1[B:20]1[O:21][CH2:22][C:17]([CH3:31])([CH3:16])[CH2:18][O:19]1. The yield is 0.480. (2) The reactants are [C:1]([O:5][C:6]([NH:8][CH:9]([CH:13]([OH:16])[CH2:14][CH3:15])[C:10]([OH:12])=O)=[O:7])([CH3:4])([CH3:3])[CH3:2].CCN(CC)CC.F[P-](F)(F)(F)(F)F.N1(O[P+](N2CCCC2)(N2CCCC2)N2CCCC2)C2C=CC=CC=2N=N1. The catalyst is C(Cl)Cl. The product is [C:1]([O:5][C:6](=[O:7])[NH:8][C@H:9]1[C:10](=[O:12])[O:16][C@H:13]1[CH2:14][CH3:15])([CH3:2])([CH3:3])[CH3:4].[C:1]([O:5][C:6](=[O:7])[NH:8][C@@H:9]1[C:10](=[O:12])[O:16][C@H:13]1[CH2:14][CH3:15])([CH3:2])([CH3:3])[CH3:4]. The yield is 0.0600. (3) The product is [Cl:1][C:2]1[CH:3]=[C:4]2[C:9](=[CH:10][CH:11]=1)[N:8]=[C:7]([CH2:12][CH:13]([CH3:15])[CH3:14])[C:6]([CH2:16][NH2:17])=[C:5]2[C:28]1[CH:33]=[CH:32][CH:31]=[CH:30][CH:29]=1. The yield is 0.730. The reactants are [Cl:1][C:2]1[CH:3]=[C:4]2[C:9](=[CH:10][CH:11]=1)[N:8]=[C:7]([CH2:12][CH:13]([CH3:15])[CH3:14])[C:6]([CH2:16][N:17]1C(=O)C3C(=CC=CC=3)C1=O)=[C:5]2[C:28]1[CH:33]=[CH:32][CH:31]=[CH:30][CH:29]=1.O.NN. The catalyst is C(O)C.